This data is from Full USPTO retrosynthesis dataset with 1.9M reactions from patents (1976-2016). The task is: Predict the reactants needed to synthesize the given product. (1) Given the product [F:38][CH:2]([F:1])[C:3]1[N:7]([C:8]2[CH:13]=[C:12]([N:14]3[CH2:15][CH2:16][O:17][CH2:18][CH2:19]3)[N:11]=[C:10]([NH:20][CH2:21][C@H:22]3[CH2:27][CH2:26][C@H:25]([N:28]4[CH2:29][CH:30]([CH2:31][F:32])[O:33][C:39]4=[O:40])[CH2:24][CH2:23]3)[N:9]=2)[C:6]2[CH:34]=[CH:35][CH:36]=[CH:37][C:5]=2[N:4]=1, predict the reactants needed to synthesize it. The reactants are: [F:1][CH:2]([F:38])[C:3]1[N:7]([C:8]2[CH:13]=[C:12]([N:14]3[CH2:19][CH2:18][O:17][CH2:16][CH2:15]3)[N:11]=[C:10]([NH:20][CH2:21][C@H:22]3[CH2:27][CH2:26][C@H:25]([NH:28][CH2:29][CH:30]([OH:33])[CH2:31][F:32])[CH2:24][CH2:23]3)[N:9]=2)[C:6]2[CH:34]=[CH:35][CH:36]=[CH:37][C:5]=2[N:4]=1.[C:39](=O)(OCC)[O:40]CC.C[O-].[Na+].O. (2) Given the product [C:20]1([CH3:29])[CH:25]=[CH:24][CH:23]=[C:22]([NH:26][C:27](=[O:28])[NH:1][C:2]2[CH:3]=[CH:4][C:5]([C:8]3[C:16]4[C:11](=[N:12][CH:13]=[CH:14][CH:15]=4)[NH:10][C:9]=3[C:17]([NH2:19])=[O:18])=[CH:6][CH:7]=2)[CH:21]=1, predict the reactants needed to synthesize it. The reactants are: [NH2:1][C:2]1[CH:7]=[CH:6][C:5]([C:8]2[C:16]3[C:11](=[N:12][CH:13]=[CH:14][CH:15]=3)[NH:10][C:9]=2[C:17]([NH2:19])=[O:18])=[CH:4][CH:3]=1.[C:20]1([CH3:29])[CH:25]=[CH:24][CH:23]=[C:22]([N:26]=[C:27]=[O:28])[CH:21]=1. (3) Given the product [CH2:1]([O:4][N:5]1[C:34](=[O:36])[N:8]2[CH2:7][CH:6]1[C:11]([CH2:12][O:13][CH3:14])=[CH:10][C@H:9]2[CH2:15][O:16][Si:17]([C:20]([CH3:23])([CH3:22])[CH3:21])([CH3:18])[CH3:19])[CH:2]=[CH2:3], predict the reactants needed to synthesize it. The reactants are: [CH2:1]([O:4][NH:5][C@H:6]1[C:11]([CH2:12][O:13][CH3:14])=[CH:10][CH:9]([CH2:15][O:16][Si:17]([C:20]([CH3:23])([CH3:22])[CH3:21])([CH3:19])[CH3:18])[NH:8][CH2:7]1)[CH:2]=[CH2:3].C(N(C(C)C)C(C)C)C.Cl[C:34](Cl)([O:36]C(=O)OC(Cl)(Cl)Cl)Cl.